From a dataset of NCI-60 drug combinations with 297,098 pairs across 59 cell lines. Regression. Given two drug SMILES strings and cell line genomic features, predict the synergy score measuring deviation from expected non-interaction effect. (1) Drug 1: C1=NC2=C(N=C(N=C2N1C3C(C(C(O3)CO)O)O)F)N. Drug 2: COCCOC1=C(C=C2C(=C1)C(=NC=N2)NC3=CC=CC(=C3)C#C)OCCOC.Cl. Cell line: NCI-H522. Synergy scores: CSS=26.4, Synergy_ZIP=-5.83, Synergy_Bliss=2.14, Synergy_Loewe=0.467, Synergy_HSA=0.974. (2) Drug 1: COC1=CC(=CC(=C1O)OC)C2C3C(COC3=O)C(C4=CC5=C(C=C24)OCO5)OC6C(C(C7C(O6)COC(O7)C8=CC=CS8)O)O. Drug 2: CNC(=O)C1=NC=CC(=C1)OC2=CC=C(C=C2)NC(=O)NC3=CC(=C(C=C3)Cl)C(F)(F)F. Cell line: MCF7. Synergy scores: CSS=40.0, Synergy_ZIP=-0.663, Synergy_Bliss=0.181, Synergy_Loewe=1.93, Synergy_HSA=4.31.